Predict the reactants needed to synthesize the given product. From a dataset of Retrosynthesis with 50K atom-mapped reactions and 10 reaction types from USPTO. (1) Given the product CCC(CO)Nc1ncc(Cl)c(-c2ccc(C(=O)OC)cc2)n1, predict the reactants needed to synthesize it. The reactants are: CC[C@H](N)CO.COC(=O)c1ccc(-c2nc(Cl)ncc2Cl)cc1. (2) Given the product C(=Cc1ccc(-n2ccnc2)cc1)c1ccccc1, predict the reactants needed to synthesize it. The reactants are: CCOP(=O)(Cc1ccccc1)OCC.O=Cc1ccc(-n2ccnc2)cc1. (3) Given the product COc1ccc(C(=O)N2CC3CN(c4cnc5ccccc5n4)CC3C2)c(C)c1, predict the reactants needed to synthesize it. The reactants are: COc1ccc(C(=O)O)c(C)c1.c1ccc2nc(N3CC4CNCC4C3)cnc2c1. (4) Given the product Clc1cccc(NCCBr)c1, predict the reactants needed to synthesize it. The reactants are: BrCCBr.Nc1cccc(Cl)c1. (5) Given the product CCC(C#N)(CCN1CCCCC1)c1ccccc1, predict the reactants needed to synthesize it. The reactants are: C1CCNCC1.CCC(C#N)(CCCl)c1ccccc1.